The task is: Predict the reactants needed to synthesize the given product.. This data is from Full USPTO retrosynthesis dataset with 1.9M reactions from patents (1976-2016). (1) Given the product [CH3:34][N:33]([CH2:35][C:36]1[CH:44]=[CH:43][C:39]([C:40]2[O:42][N:12]=[C:11]([C:14]3[CH:15]=[C:16]([CH3:31])[C:17]([O:18][CH2:19][CH:20]([OH:27])[CH2:21][NH:22][C:23](=[O:26])[CH2:24][OH:25])=[C:28]([CH3:30])[CH:29]=3)[N:10]=2)=[CH:38][C:37]=1[O:45][CH3:46])[CH3:32], predict the reactants needed to synthesize it. The reactants are: C(C1C=C(C2O[N:12]=[C:11]([C:14]3[CH:29]=[C:28]([CH3:30])[C:17]([O:18][CH2:19][CH:20]([OH:27])[CH2:21][NH:22][C:23](=[O:26])[CH2:24][OH:25])=[C:16]([CH3:31])[CH:15]=3)[N:10]=2)C=CC=1)=O.[CH3:32][N:33]([CH2:35][C:36]1[CH:44]=[CH:43][C:39]([C:40]([OH:42])=O)=[CH:38][C:37]=1[O:45][CH3:46])[CH3:34].OCC(NCC(O)COC1C(C)=CC(C(=N)NO)=CC=1C)=O.C([O-])=O. (2) Given the product [CH3:1][O:2][C:3]([C:5]1[S:6][C:7]([S:23][CH3:24])=[C:8]([S:10]([C:13]2[CH:21]=[C:20]([Br:22])[C:16]3[N:17]=[CH:18][N:19]([C:25]4[CH:30]=[CH:29][CH:28]=[CH:27][CH:26]=4)[C:15]=3[CH:14]=2)(=[O:11])=[O:12])[CH:9]=1)=[O:4], predict the reactants needed to synthesize it. The reactants are: [CH3:1][O:2][C:3]([C:5]1[S:6][C:7]([S:23][CH3:24])=[C:8]([S:10]([C:13]2[CH:21]=[C:20]([Br:22])[C:16]3[N:17]=[CH:18][NH:19][C:15]=3[CH:14]=2)(=[O:12])=[O:11])[CH:9]=1)=[O:4].[C:25]1(B(O)O)[CH:30]=[CH:29][CH:28]=[CH:27][CH:26]=1.[N+]1([O-])C=CC=CC=1.C(N(CC)CC)C. (3) Given the product [Cl:1][C:2]1[CH:3]=[C:4]([C:5]2[N:22]=[C:19]([CH3:20])[N:21]=[C:14]([OH:18])[C:15]=2[C:16]#[N:17])[CH:7]=[CH:8][C:9]=1[Cl:10], predict the reactants needed to synthesize it. The reactants are: [Cl:1][C:2]1[CH:3]=[C:4]([CH:7]=[CH:8][C:9]=1[Cl:10])[CH:5]=O.C(O[C:14](=[O:18])[CH2:15][C:16]#[N:17])C.[C:19]([NH2:22])(=[NH:21])[CH3:20].C(=O)([O-])[O-].[K+].[K+]. (4) Given the product [F:18][C:15]([F:17])([F:16])[O:14][C:11]1[CH:12]=[CH:13][C:8]([C:5]2[CH:4]=[C:3]3[C:2]([CH2:23][CH2:22][CH2:29][CH:19]3[CH2:81][C:82]3[CH:95]=[CH:94][C:85]([C:86]([NH:88][CH2:89][CH2:90][C:91]([OH:93])=[O:92])=[O:87])=[CH:84][CH:83]=3)=[CH:7][CH:6]=2)=[CH:9][CH:10]=1, predict the reactants needed to synthesize it. The reactants are: Br[C:2]1[CH:7]=[CH:6][C:5]([C:8]2[CH:13]=[CH:12][C:11]([O:14][C:15]([F:18])([F:17])[F:16])=[CH:10][CH:9]=2)=[CH:4][C:3]=1[CH:19]=O.Br[C:22]1[CH:29]=CC(Br)=C[C:23]=1C=O.NC1C=CC(Br)=CC=1C(OC)=O.NC1C=CC(Br)=C(C=1)C(OC)=O.C(C1C(C[CH2:81][C:82]2[CH:95]=[CH:94][C:85]([C:86]([NH:88][CH2:89][CH2:90][C:91]([OH:93])=[O:92])=[O:87])=[CH:84][CH:83]=2)=C(C2C=CC(C3C=CC(OC(F)(F)F)=CC=3)=CC=2)C=CC=1)#N. (5) Given the product [CH3:30][O:29][C:25]1[CH:24]=[C:23]2[C:28]([C:19]([O:18][CH2:17][C:14]3[N:12]4[N:13]=[C:8]([C:5]5[CH:4]=[CH:3][C:2]([NH:31][CH:32]6[CH2:36][CH2:35][N:34]([C:37]([O:39][C:40]([CH3:43])([CH3:42])[CH3:41])=[O:38])[CH2:33]6)=[N:7][CH:6]=5)[CH:9]=[CH:10][C:11]4=[N:16][N:15]=3)=[CH:20][CH:21]=[N:22]2)=[CH:27][CH:26]=1, predict the reactants needed to synthesize it. The reactants are: F[C:2]1[N:7]=[CH:6][C:5]([C:8]2[CH:9]=[CH:10][C:11]3[N:12]([C:14]([CH2:17][O:18][C:19]4[C:28]5[C:23](=[CH:24][C:25]([O:29][CH3:30])=[CH:26][CH:27]=5)[N:22]=[CH:21][CH:20]=4)=[N:15][N:16]=3)[N:13]=2)=[CH:4][CH:3]=1.[NH2:31][CH:32]1[CH2:36][CH2:35][N:34]([C:37]([O:39][C:40]([CH3:43])([CH3:42])[CH3:41])=[O:38])[CH2:33]1.CS(C)=O. (6) Given the product [C:1]([CH2:3][NH:4][C:5]([C:7]1[C:15]2[C:10](=[N:11][CH:12]=[C:13]([CH:16]3[CH2:18][CH2:17]3)[N:14]=2)[NH:9][CH:8]=1)=[O:6])(=[O:30])[NH2:2], predict the reactants needed to synthesize it. The reactants are: [C:1]([CH2:3][NH:4][C:5]([C:7]1[C:15]2[C:10](=[N:11][CH:12]=[C:13]([CH:16]3[CH2:18][CH2:17]3)[N:14]=2)[N:9](COCC[Si](C)(C)C)[CH:8]=1)=[O:6])#[N:2].FC(F)(F)C(O)=[O:30].